This data is from HIV replication inhibition screening data with 41,000+ compounds from the AIDS Antiviral Screen. The task is: Binary Classification. Given a drug SMILES string, predict its activity (active/inactive) in a high-throughput screening assay against a specified biological target. (1) The compound is COCN1COCN=C1NC#N. The result is 0 (inactive). (2) The drug is OC1C2CCN(CC2)C1CNC12CC3CC(CC(C3)C1)C2. The result is 1 (active).